Predict the product of the given reaction. From a dataset of Forward reaction prediction with 1.9M reactions from USPTO patents (1976-2016). (1) Given the reactants [CH3:1][S:2]([C:5]1[CH:11]=[CH:10][CH:9]=[CH:8][C:6]=1N)(=[O:4])=[O:3].[ClH:12].N([O-])=O.[Na+].[S:17](=[O:19])=[O:18], predict the reaction product. The product is: [CH3:1][S:2]([C:5]1[CH:11]=[CH:10][CH:9]=[CH:8][C:6]=1[S:17]([Cl:12])(=[O:19])=[O:18])(=[O:4])=[O:3]. (2) Given the reactants [CH2:1]([NH2:8])[C:2]1[CH:7]=[CH:6][CH:5]=[CH:4][CH:3]=1.[OH:9][CH2:10][CH2:11][CH2:12][NH:13][C:14]1[C:15]2[N:16]([C:28]([CH:31]=O)=[CH:29][N:30]=2)[C:17]2[C:22]([N:23]=1)=[CH:21][C:20]([C:24]([F:27])([F:26])[F:25])=[CH:19][CH:18]=2.[BH4-].[Na+], predict the reaction product. The product is: [CH2:1]([NH:8][CH2:31][C:28]1[N:16]2[C:17]3[C:22]([N:23]=[C:14]([NH:13][CH2:12][CH2:11][CH2:10][OH:9])[C:15]2=[N:30][CH:29]=1)=[CH:21][C:20]([C:24]([F:26])([F:27])[F:25])=[CH:19][CH:18]=3)[C:2]1[CH:7]=[CH:6][CH:5]=[CH:4][CH:3]=1. (3) The product is: [Cl:24][CH2:20][C:13]1[N:14]=[C:15]([CH2:16][CH:17]([CH3:19])[CH3:18])[C:10]([C:3]2[C:2]([F:1])=[CH:7][N:6]=[C:5]([O:8][CH3:9])[CH:4]=2)=[N:11][CH:12]=1. Given the reactants [F:1][C:2]1[C:3]([C:10]2[N:11]=[CH:12][C:13]([CH2:20]O)=[N:14][C:15]=2[CH2:16][CH:17]([CH3:19])[CH3:18])=[CH:4][C:5]([O:8][CH3:9])=[N:6][CH:7]=1.S(Cl)([Cl:24])=O, predict the reaction product. (4) Given the reactants [CH:1]1([C@:4]2([OH:12])[CH2:8][CH2:7][NH:6][C@H:5]2[CH:9]([CH3:11])C)[CH2:3]C1.[F:13][C:14]1[C:21]([CH3:22])=[C:20](F)[CH:19]=[CH:18][C:15]=1[C:16]#[N:17].C(=O)([O-])[O-].[Li+].[Li+], predict the reaction product. The product is: [F:13][C:14]1[C:21]([CH3:22])=[C:20]([N:6]2[CH2:7][CH2:8][C@:4]([CH2:1][CH3:3])([OH:12])[C@@H:5]2[CH2:9][CH3:11])[CH:19]=[CH:18][C:15]=1[C:16]#[N:17]. (5) Given the reactants [CH2:1]([CH:5]([C:9](O)=O)[C:6]([OH:8])=[O:7])[CH:2]([CH3:4])[CH3:3].C(OCC)(=O)C.C(NCC)C.Cl, predict the reaction product. The product is: [CH2:1]([C:5](=[CH2:9])[C:6]([OH:8])=[O:7])[CH:2]([CH3:4])[CH3:3]. (6) Given the reactants [F:1][C:2]1([F:24])[CH2:5][CH:4]([CH2:6][O:7][C:8]2[CH:16]=[C:15]3[C:11]([CH2:12][C:13]4([CH2:22][CH2:21][C:20](=[O:23])[CH2:19][CH2:18]4)[C:14]3=[O:17])=[CH:10][CH:9]=2)[CH2:3]1.CO.[B-][N+](C)(C)C.O.C(O)(=O)CC(CC(O)=O)(C(O)=O)O, predict the reaction product. The product is: [F:1][C:2]1([F:24])[CH2:5][CH:4]([CH2:6][O:7][C:8]2[CH:16]=[C:15]3[C:11]([CH2:12][C:13]4([CH2:22][CH2:21][CH:20]([OH:23])[CH2:19][CH2:18]4)[C:14]3=[O:17])=[CH:10][CH:9]=2)[CH2:3]1. (7) Given the reactants [N:1]1[CH:6]=[CH:5][C:4]([CH:7]2[C:15](=[O:16])[C:14]3[C:9](=[CH:10][CH:11]=[CH:12][CH:13]=3)[C:8]2=O)=[N:3][CH:2]=1.O.[NH2:19][NH2:20], predict the reaction product. The product is: [N:1]1[CH:6]=[CH:5][C:4]([CH2:7][C:8]2[C:9]3[C:14](=[CH:13][CH:12]=[CH:11][CH:10]=3)[C:15](=[O:16])[NH:20][N:19]=2)=[N:3][CH:2]=1. (8) Given the reactants [CH3:1][C:2]1[CH:7]=[CH:6][C:5]([S:8]([O:11][CH2:12][CH:13]2[CH2:17][C:16]3[C:18]([F:24])=[C:19]([F:23])[CH:20]=[C:21](Br)[C:15]=3[O:14]2)(=[O:10])=[O:9])=[CH:4][CH:3]=1.[CH3:25][C:26]1[CH:31]=[CH:30][CH:29]=[CH:28][C:27]=1B(O)O.C(=O)([O-])[O-].[K+].[K+].CC1C=CC(S(OCC2CC3C(F)=C(F)C=C(C4C=CC=CC=4)C=3O2)(=O)=O)=CC=1, predict the reaction product. The product is: [CH3:1][C:2]1[CH:7]=[CH:6][C:5]([S:8]([O:11][CH2:12][CH:13]2[CH2:17][C:16]3[C:18]([F:24])=[C:19]([F:23])[CH:20]=[C:21]([C:27]4[CH:28]=[CH:29][CH:30]=[CH:31][C:26]=4[CH3:25])[C:15]=3[O:14]2)(=[O:10])=[O:9])=[CH:4][CH:3]=1. (9) Given the reactants C([C:8]1[CH:33]=[CH:32][C:11]([C:12]([NH:14][C:15]2[CH:20]=[CH:19][C:18]([C:21]([F:27])([F:26])[C:22]([F:25])([F:24])[F:23])=[C:17]([O:28][CH2:29][CH2:30][NH2:31])[CH:16]=2)=[O:13])=[C:10]([Cl:34])[N:9]=1)(OC(C)(C)C)=O.C(O)(C(F)(F)F)=O, predict the reaction product. The product is: [NH2:31][CH2:30][CH2:29][O:28][C:17]1[CH:16]=[C:15]([NH:14][C:12](=[O:13])[C:11]2[CH:32]=[CH:33][CH:8]=[N:9][C:10]=2[Cl:34])[CH:20]=[CH:19][C:18]=1[C:21]([F:26])([F:27])[C:22]([F:25])([F:24])[F:23]. (10) Given the reactants [Cl:1][C:2]1[CH:11]=[C:10]2[C:5]([C:6]([N:12]3[CH2:17][CH2:16][NH:15][CH2:14][CH2:13]3)=[CH:7][CH:8]=[N:9]2)=[CH:4][CH:3]=1.[CH:18]1[CH:23]=[CH:22][C:21]([O:24][C:25](OC2C=CC=CC=2)=[N:26][C:27]#[N:28])=[CH:20][CH:19]=1, predict the reaction product. The product is: [Cl:1][C:2]1[CH:11]=[C:10]2[C:5]([C:6]([N:12]3[CH2:17][CH2:16][N:15]([C:25](=[N:26][C:27]#[N:28])[O:24][C:21]4[CH:22]=[CH:23][CH:18]=[CH:19][CH:20]=4)[CH2:14][CH2:13]3)=[CH:7][CH:8]=[N:9]2)=[CH:4][CH:3]=1.